Task: Predict the reaction yield, written as a fraction of the theoretical maximum amount of product (1.0 means a 100% yield; for example, 0.34 means a 34% yield).. Dataset: Reaction yield outcomes from USPTO patents with 853,638 reactions (1) The reactants are [Br:1][C:2]1[CH:3]=[C:4]([OH:8])[CH:5]=[CH:6][CH:7]=1.C1OC1.[O:12]([C:14]([CH3:17])(C)C)[K].[Cl:18][C:19]1[C:24](Cl)=[N:23][CH:22]=[CH:21][N:20]=1. The catalyst is CCN(CC)CC.C(Cl)Cl.O1CCOCC1. The product is [Cl:18][C:19]1[C:24]([O:12][CH2:14][CH2:17][O:8][C:4]2[CH:5]=[CH:6][CH:7]=[C:2]([Br:1])[CH:3]=2)=[N:23][CH:22]=[CH:21][N:20]=1. The yield is 0.750. (2) The reactants are N#N.[F:3][C:4]1[CH:5]=[C:6]([N:10]2[CH:14]=[C:13]([N:15]([CH3:23])[C:16](=[O:22])[O:17][C:18]([CH3:21])([CH3:20])[CH3:19])[C:12]([CH:24]=[CH2:25])=[N:11]2)[CH:7]=[N:8][CH:9]=1. The catalyst is CO.[Pd]. The product is [CH2:24]([C:12]1[C:13]([N:15]([CH3:23])[C:16](=[O:22])[O:17][C:18]([CH3:21])([CH3:19])[CH3:20])=[CH:14][N:10]([C:6]2[CH:7]=[N:8][CH:9]=[C:4]([F:3])[CH:5]=2)[N:11]=1)[CH3:25]. The yield is 0.840.